Predict which catalyst facilitates the given reaction. From a dataset of Catalyst prediction with 721,799 reactions and 888 catalyst types from USPTO. (1) Reactant: C[Si](C)(C)[O-].[K+].[Cl:7][C:8]1[CH:13]=[C:12]([NH:14][C:15]([C:17]2[O:18][C:19]([NH:22][C:23]3[CH:28]=[C:27]([F:29])[C:26]([F:30])=[CH:25][C:24]=3[F:31])=[N:20][N:21]=2)=[O:16])[CH:11]=[CH:10][C:9]=1[C@H:32]1[CH2:37][CH2:36][C@H:35]([CH:38]([CH3:44])[C:39]([O:41]CC)=[O:40])[CH2:34][CH2:33]1.C(O)(=O)CC(CC(O)=O)(C(O)=O)O. Product: [Cl:7][C:8]1[CH:13]=[C:12]([NH:14][C:15]([C:17]2[O:18][C:19]([NH:22][C:23]3[CH:28]=[C:27]([F:29])[C:26]([F:30])=[CH:25][C:24]=3[F:31])=[N:20][N:21]=2)=[O:16])[CH:11]=[CH:10][C:9]=1[C@H:32]1[CH2:33][CH2:34][C@H:35]([CH:38]([CH3:44])[C:39]([OH:41])=[O:40])[CH2:36][CH2:37]1. The catalyst class is: 1. (2) Reactant: Br[C:2]1[CH:3]=[CH:4][C:5]([N+:8]([O-:10])=[O:9])=[N:6][CH:7]=1.[CH3:11][C@H:12]1[NH:17][CH2:16][CH2:15][N:14]([C:18]([O:20][C:21]([CH3:24])([CH3:23])[CH3:22])=[O:19])[CH2:13]1.C(=O)([O-])[O-].[Cs+].[Cs+].CC1(C)C2C(=C(P(C3C=CC=CC=3)C3C=CC=CC=3)C=CC=2)OC2C(P(C3C=CC=CC=3)C3C=CC=CC=3)=CC=CC1=2. Product: [CH3:11][C@H:12]1[N:17]([C:2]2[CH:7]=[N:6][C:5]([N+:8]([O-:10])=[O:9])=[CH:4][CH:3]=2)[CH2:16][CH2:15][N:14]([C:18]([O:20][C:21]([CH3:22])([CH3:24])[CH3:23])=[O:19])[CH2:13]1. The catalyst class is: 12. (3) Reactant: [Cl:1][C:2]1[CH:3]=[N+:4]([O-:38])[CH:5]=[C:6]([Cl:37])[C:7]=1[CH2:8][C@H:9]([O:20][C:21]([C:23]1[S:24][C:25]([CH2:28][NH:29][C:30]2[CH:35]=[CH:34][CH:33]=[CH:32][C:31]=2[F:36])=[CH:26][CH:27]=1)=[O:22])[C:10]1[CH:15]=[CH:14][C:13]([O:16][CH3:17])=[C:12]([O:18][CH3:19])[CH:11]=1.Cl.[C:40](Cl)(=[O:50])[O:41][C@@H:42]1[CH:47]2[CH2:48][CH2:49][N:44]([CH2:45][CH2:46]2)[CH2:43]1. Product: [CH:21]([OH:22])=[O:20].[Cl:1][C:2]1[CH:3]=[N+:4]([O-:38])[CH:5]=[C:6]([Cl:37])[C:7]=1[CH2:8][C@H:9]([O:20][C:21]([C:23]1[S:24][C:25]([CH2:28][N:29]([C:40]([O:41][C@@H:42]2[CH:47]3[CH2:48][CH2:49][N:44]([CH2:45][CH2:46]3)[CH2:43]2)=[O:50])[C:30]2[CH:35]=[CH:34][CH:33]=[CH:32][C:31]=2[F:36])=[CH:26][CH:27]=1)=[O:22])[C:10]1[CH:15]=[CH:14][C:13]([O:16][CH3:17])=[C:12]([O:18][CH3:19])[CH:11]=1. The catalyst class is: 10. (4) Reactant: [Br:1][C:2]1[CH:11]=[N:10][C:9]2[NH:8][C:7](=O)[C:6]([CH3:14])([CH3:13])[O:5][C:4]=2[CH:3]=1. Product: [Br:1][C:2]1[CH:11]=[N:10][C:9]2[NH:8][CH2:7][C:6]([CH3:14])([CH3:13])[O:5][C:4]=2[CH:3]=1. The catalyst class is: 1.